Dataset: Catalyst prediction with 721,799 reactions and 888 catalyst types from USPTO. Task: Predict which catalyst facilitates the given reaction. (1) Reactant: [NH:1]1[CH2:6][CH2:5][NH:4][CH2:3]/[C:2]/1=[N:7]/[NH:8][C:9](=O)[C:10]([F:13])([F:12])[F:11].[ClH:15].C(OC)(C)(C)C. Product: [ClH:15].[F:11][C:10]([F:13])([F:12])[C:9]1[N:1]2[CH2:6][CH2:5][NH:4][CH2:3][C:2]2=[N:7][N:8]=1. The catalyst class is: 5. (2) Reactant: [BH4-].[Na+].B(F)(F)F.CCOCC.[CH3:12][N:13]1[CH2:18][CH2:17][N:16]([C:19]2[N:27]3[C:22]([CH:23]=[CH:24][CH:25]=[CH:26]3)=[CH:21][C:20]=2[C:28](O)=[O:29])[C:15](=[O:31])[CH2:14]1.[OH-].[Na+]. Product: [OH:29][CH2:28][C:20]1[CH:21]=[C:22]2[N:27]([C:19]=1[N:16]1[CH2:17][CH2:18][N:13]([CH3:12])[CH2:14][C:15]1=[O:31])[CH:26]=[CH:25][CH:24]=[CH:23]2. The catalyst class is: 1. (3) Reactant: Cl.[CH3:2][O:3][C:4](=[O:8])[C@H:5]([NH2:7])[CH3:6].[F:9][C:10]1[CH:17]=[CH:16][C:13]([CH:14]=O)=[CH:12][CH:11]=1.C(N(CC)CC)C.C(O[BH3-])(=O)C.[Na+].[OH-].[Na+]. Product: [CH3:2][O:3][C:4](=[O:8])[C@H:5]([NH:7][CH2:14][C:13]1[CH:16]=[CH:17][C:10]([F:9])=[CH:11][CH:12]=1)[CH3:6]. The catalyst class is: 26. (4) Product: [CH3:1][S:2][C:3]1[C:4]2[S:11][CH:10]=[C:9]([C:12]([OH:14])=[O:13])[C:5]=2[N:6]=[CH:7][N:8]=1. The catalyst class is: 6. Reactant: [CH3:1][S:2][C:3]1[C:4]2[S:11][CH:10]=[C:9]([CH:12]=[O:13])[C:5]=2[N:6]=[CH:7][N:8]=1.[O-:14]Cl=O.[Na+]. (5) Reactant: [C:1]([O:5][C:6]([N:8]1[CH2:13][CH2:12][CH:11]([O:14][C:15]2[CH:20]=[CH:19][C:18]([N+:21]([O-])=O)=[CH:17][C:16]=2[C:24](=[O:28])[N:25]([CH3:27])[CH3:26])[CH2:10][CH2:9]1)=[O:7])([CH3:4])([CH3:3])[CH3:2]. Product: [C:1]([O:5][C:6]([N:8]1[CH2:13][CH2:12][CH:11]([O:14][C:15]2[CH:20]=[CH:19][C:18]([NH2:21])=[CH:17][C:16]=2[C:24](=[O:28])[N:25]([CH3:26])[CH3:27])[CH2:10][CH2:9]1)=[O:7])([CH3:4])([CH3:3])[CH3:2]. The catalyst class is: 19. (6) Reactant: [CH3:1][N:2]1[CH2:11][C@@H:10]2[C@H:4]([CH2:5][NH:6][C:7](=[O:24])[C:8]3[CH:15]=[C:14]([CH:16]=[CH:17][C:18]4[CH:23]=[CH:22][CH:21]=[CH:20][CH:19]=4)[CH:13]=[CH:12][C:9]=32)[CH2:3]1. Product: [CH3:1][N:2]1[CH2:11][C@@H:10]2[C@H:4]([CH2:5][NH:6][C:7](=[O:24])[C:8]3[CH:15]=[C:14]([CH2:16][CH2:17][C:18]4[CH:19]=[CH:20][CH:21]=[CH:22][CH:23]=4)[CH:13]=[CH:12][C:9]=32)[CH2:3]1. The catalyst class is: 43. (7) Reactant: [C:1]([O:5][C:6]([N:8]1[C:13]2[CH:14]=[C:15]([Cl:21])[C:16]([O:18][CH2:19][CH3:20])=[CH:17][C:12]=2[O:11][CH:10]([C:22]([OH:24])=O)[CH2:9]1)=[O:7])([CH3:4])([CH3:3])[CH3:2].CCN=C=NCCCN(C)C.[CH:36]1[CH:37]=[CH:38]C2N(O)N=N[C:40]=2[CH:41]=1.CCN(C(C)C)C(C)C.[CH2:55]([O:57][C:58]([C:60]1([CH2:66][C:67]2[CH:72]=[CH:71][C:70]([F:73])=[CH:69][CH:68]=2)[CH2:65][CH2:64][NH:63][CH2:62][CH2:61]1)=[O:59])[CH3:56]. Product: [C:1]([O:5][C:6]([N:8]1[C:13]2[CH:14]=[C:15]([Cl:21])[C:16]([O:18][CH2:19][C:20]3[CH:38]=[CH:37][CH:36]=[CH:41][CH:40]=3)=[CH:17][C:12]=2[O:11][CH:10]([C:22]([N:63]2[CH2:62][CH2:61][C:60]([C:58]([O:57][CH2:55][CH3:56])=[O:59])([CH2:66][C:67]3[CH:68]=[CH:69][C:70]([F:73])=[CH:71][CH:72]=3)[CH2:65][CH2:64]2)=[O:24])[CH2:9]1)=[O:7])([CH3:4])([CH3:2])[CH3:3]. The catalyst class is: 3.